From a dataset of Full USPTO retrosynthesis dataset with 1.9M reactions from patents (1976-2016). Predict the reactants needed to synthesize the given product. (1) The reactants are: [Br:1][C:2]1[C:7]([NH2:8])=[CH:6][C:5]([Cl:9])=[CH:4][N:3]=1.[C:10]([C:14]1[CH:19]=[CH:18][C:17]([S:20](Cl)(=[O:22])=[O:21])=[CH:16][CH:15]=1)([CH3:13])([CH3:12])[CH3:11]. Given the product [Br:1][C:2]1[C:7]([NH:8][S:20]([C:17]2[CH:18]=[CH:19][C:14]([C:10]([CH3:13])([CH3:12])[CH3:11])=[CH:15][CH:16]=2)(=[O:22])=[O:21])=[CH:6][C:5]([Cl:9])=[CH:4][N:3]=1, predict the reactants needed to synthesize it. (2) Given the product [CH3:1][C:2]1[O:3][C:4]2[C:16]([CH2:17][CH2:18][CH3:19])=[C:15]([OH:20])[CH:14]=[CH:13][C:5]=2[C:6]=1[C:7]1[CH:12]=[CH:11][CH:10]=[CH:9][CH:8]=1, predict the reactants needed to synthesize it. The reactants are: [CH3:1][CH:2]1[CH:6]([C:7]2[CH:12]=[CH:11][CH:10]=[CH:9][CH:8]=2)[C:5]2[CH:13]=[CH:14][C:15]([OH:20])=[C:16]([CH2:17][CH2:18][CH3:19])[C:4]=2[O:3]1.ClC1C(=O)C(C#N)=C(C#N)C(=O)C=1Cl.O. (3) Given the product [C:1]([C:5]1[CH:6]=[C:7]([NH:17][C:18](=[O:40])[C:19](=[N:44][O:43][CH3:42])[C:21]2[C:30]3[C:25](=[CH:26][CH:27]=[CH:28][CH:29]=3)[C:24]([O:31][CH2:32][CH2:33][N:34]3[CH2:39][CH2:38][O:37][CH2:36][CH2:35]3)=[CH:23][CH:22]=2)[N:8]([C:10]2[CH:11]=[CH:12][C:13]([CH3:16])=[CH:14][CH:15]=2)[N:9]=1)([CH3:4])([CH3:3])[CH3:2], predict the reactants needed to synthesize it. The reactants are: [C:1]([C:5]1[CH:6]=[C:7]([NH:17][C:18](=[O:40])[C:19]([C:21]2[C:30]3[C:25](=[CH:26][CH:27]=[CH:28][CH:29]=3)[C:24]([O:31][CH2:32][CH2:33][N:34]3[CH2:39][CH2:38][O:37][CH2:36][CH2:35]3)=[CH:23][CH:22]=2)=O)[N:8]([C:10]2[CH:15]=[CH:14][C:13]([CH3:16])=[CH:12][CH:11]=2)[N:9]=1)([CH3:4])([CH3:3])[CH3:2].Cl.[CH3:42][O:43][NH2:44].N1C=CC=CC=1. (4) Given the product [CH3:2][O:3][CH:4]=[C:43]1[CH2:44][CH2:45][CH:40]([CH:37]2[CH2:38][CH2:39][C:34]3([O:33][CH2:32][CH2:31][O:30]3)[CH2:35][CH2:36]2)[CH2:41][CH2:42]1, predict the reactants needed to synthesize it. The reactants are: [Cl-].[CH3:2][O:3][CH2:4][P+](C1C=CC=CC=1)(C1C=CC=CC=1)C1C=CC=CC=1.CC(C)([O-])C.[K+].[O:30]1[C:34]2([CH2:39][CH2:38][CH:37]([CH:40]3[CH2:45][CH2:44][C:43](=O)[CH2:42][CH2:41]3)[CH2:36][CH2:35]2)[O:33][CH2:32][CH2:31]1. (5) Given the product [Br:1][C:2]1[CH:3]=[C:4]([NH2:11])[C:5]2[O:9][CH:8]=[CH:7][C:6]=2[CH:10]=1, predict the reactants needed to synthesize it. The reactants are: [Br:1][C:2]1[CH:3]=[C:4]([N+:11]([O-])=O)[C:5]2[O:9][CH:8]=[CH:7][C:6]=2[CH:10]=1.[Cl-].[NH4+]. (6) Given the product [NH2:1][C:2]1[N:7]=[CH:6][N:5]=[C:4]2[N:8]([C@@H:30]3[CH2:34][CH2:33][N:32]([C:35](=[O:48])/[CH:36]=[CH:37]/[CH2:38][NH:39][CH3:40])[CH2:31]3)[N:9]=[C:10]([C:11]3[CH:12]=[CH:13][C:14]([C:17]([NH:18][C:19]4[CH:24]=[C:23]([C:25]([F:27])([F:26])[F:28])[CH:22]=[CH:21][N:20]=4)=[O:29])=[CH:15][CH:16]=3)[C:3]=12, predict the reactants needed to synthesize it. The reactants are: [NH2:1][C:2]1[N:7]=[CH:6][N:5]=[C:4]2[N:8]([C@@H:30]3[CH2:34][CH2:33][N:32]([C:35](=[O:48])/[CH:36]=[CH:37]/[CH2:38][N:39](C)[C:40](=O)OC(C)(C)C)[CH2:31]3)[N:9]=[C:10]([C:11]3[CH:16]=[CH:15][C:14]([C:17](=[O:29])[NH:18][C:19]4[CH:24]=[C:23]([C:25]([F:28])([F:27])[F:26])[CH:22]=[CH:21][N:20]=4)=[CH:13][CH:12]=3)[C:3]=12.Cl. (7) Given the product [OH:11][C@@H:6]1[C:7]2[C:3](=[C:2]([O:1][C:19]3[CH:20]=[CH:21][C:16]([C:14]([O:13][CH3:12])=[O:15])=[CH:17][CH:18]=3)[CH:10]=[CH:9][CH:8]=2)[CH2:4][CH2:5]1, predict the reactants needed to synthesize it. The reactants are: [OH:1][C:2]1[CH:10]=[CH:9][CH:8]=[C:7]2[C:3]=1[CH2:4][CH2:5][C@@H:6]2[OH:11].[CH3:12][O:13][C:14]([C:16]1[CH:21]=[CH:20][C:19](B(O)O)=[CH:18][CH:17]=1)=[O:15]. (8) Given the product [CH:1]1([CH2:4][CH2:5][CH2:6][NH:7][C:11]([C:13]2[N:14]=[C:15]3[CH:20]=[CH:19][C:18]([N:21]4[CH2:26][CH2:25][N:24]([C:27](=[O:39])[C:28]5[CH:33]=[C:32]([F:34])[CH:31]=[CH:30][C:29]=5[C:35]([F:36])([F:38])[F:37])[CH2:23][CH2:22]4)=[N:17][N:16]3[CH:40]=2)=[O:10])[CH2:3][CH2:2]1, predict the reactants needed to synthesize it. The reactants are: [CH:1]1([CH2:4][CH2:5][CH2:6][NH2:7])[CH2:3][CH2:2]1.C([O:10][C:11]([C:13]1[N:14]=[C:15]2[CH:20]=[CH:19][C:18]([N:21]3[CH2:26][CH2:25][N:24]([C:27](=[O:39])[C:28]4[CH:33]=[C:32]([F:34])[CH:31]=[CH:30][C:29]=4[C:35]([F:38])([F:37])[F:36])[CH2:23][CH2:22]3)=[N:17][N:16]2[CH:40]=1)=O)C.